This data is from Peptide-MHC class II binding affinity with 134,281 pairs from IEDB. The task is: Regression. Given a peptide amino acid sequence and an MHC pseudo amino acid sequence, predict their binding affinity value. This is MHC class II binding data. (1) The peptide sequence is AAAAPAAVGAAVGGT. The MHC is DRB5_0101 with pseudo-sequence DRB5_0101. The binding affinity (normalized) is 0.317. (2) The peptide sequence is GIKQLQARVLAVERYLK. The MHC is HLA-DQA10102-DQB10502 with pseudo-sequence HLA-DQA10102-DQB10502. The binding affinity (normalized) is 0.258.